From a dataset of Reaction yield outcomes from USPTO patents with 853,638 reactions. Predict the reaction yield, written as a fraction of the theoretical maximum amount of product (1.0 means a 100% yield; for example, 0.34 means a 34% yield). (1) The reactants are [C:1]([O:4][C@H:5]([CH3:30])[C@H:6]([N:14]1[CH2:17][C:16]2([CH2:21][CH2:20][CH2:19][N:18]2C(OC(C)(C)C)=O)[C:15]1=[O:29])[C:7](=[O:13])[N:8]1[CH2:12][CH2:11][CH2:10][CH2:9]1)(=[O:3])[CH3:2]. The catalyst is O1CCOCC1.Cl. The product is [C:1]([O:4][C@@H:5]([C@H:6]([N:14]1[CH2:17][C:16]2([CH2:21][CH2:20][CH2:19][NH:18]2)[C:15]1=[O:29])[C:7](=[O:13])[N:8]1[CH2:12][CH2:11][CH2:10][CH2:9]1)[CH3:30])(=[O:3])[CH3:2]. The yield is 0.650. (2) The reactants are C(N(CC)CC)C.[Cl:8][CH2:9][C:10]([CH3:15])([CH3:14])[C:11](Cl)=[O:12].[CH3:16][O:17][C:18]1[CH:19]=[C:20]2[C:25](=[C:26]3[CH2:30][C:29]([CH3:32])([CH3:31])[O:28][C:27]=13)[C:24]([C:33]1[CH:34]=[C:35]([NH2:39])[CH:36]=[CH:37][CH:38]=1)=[N:23][C:22]([CH3:41])([CH3:40])[CH2:21]2. The catalyst is O1CCCC1. The product is [Cl:8][CH2:9][C:10]([CH3:15])([CH3:14])[C:11]([NH:39][C:35]1[CH:36]=[CH:37][CH:38]=[C:33]([C:24]2[C:25]3[C:20](=[CH:19][C:18]([O:17][CH3:16])=[C:27]4[O:28][C:29]([CH3:31])([CH3:32])[CH2:30][C:26]4=3)[CH2:21][C:22]([CH3:41])([CH3:40])[N:23]=2)[CH:34]=1)=[O:12]. The yield is 0.970. (3) The catalyst is CS(C)=O.C(O)(=O)C. The reactants are [CH:1]1([C:6]2[C:14]3[C:9](=[CH:10][C:11]([C:15]([NH:17][C:18]4([C:22]5[N:26]([CH3:27])[C:25]6[CH:28]=[CH:29][C:30](/[CH:32]=[CH:33]/[C:34](O)=[O:35])=[CH:31][C:24]=6[N:23]=5)[CH2:21][CH2:20][CH2:19]4)=[O:16])=[CH:12][CH:13]=3)[N:8]([CH3:37])[C:7]=2[C:38]2[CH:43]=[N:42][CH:41]=[CH:40][N:39]=2)[CH2:5][CH2:4][CH2:3][CH2:2]1.C[N:45](C(ON1N=NC2C=CC=CC1=2)=[N+](C)C)C.[B-](F)(F)(F)F.C(=O)([O-])O.[NH4+].CCN(CC)CC. The product is [C:34](/[CH:33]=[CH:32]/[C:30]1[CH:29]=[CH:28][C:25]2[N:26]([CH3:27])[C:22]([C:18]3([NH:17][C:15]([C:11]4[CH:10]=[C:9]5[C:14]([C:6]([CH:1]6[CH2:5][CH2:4][CH2:3][CH2:2]6)=[C:7]([C:38]6[CH:43]=[N:42][CH:41]=[CH:40][N:39]=6)[N:8]5[CH3:37])=[CH:13][CH:12]=4)=[O:16])[CH2:21][CH2:20][CH2:19]3)=[N:23][C:24]=2[CH:31]=1)(=[O:35])[NH2:45]. The yield is 0.340. (4) The reactants are [C:1]([C:5]1[NH:6][C:7]2[C:12]([CH:13]=1)=[CH:11][CH:10]=[C:9]([N+:14]([O-])=O)[CH:8]=2)([CH3:4])([CH3:3])[CH3:2]. The catalyst is CO.[Ni]. The product is [C:1]([C:5]1[NH:6][C:7]2[C:12]([CH:13]=1)=[CH:11][CH:10]=[C:9]([NH2:14])[CH:8]=2)([CH3:4])([CH3:2])[CH3:3]. The yield is 0.890. (5) The reactants are [O:1]1[CH:5]=[CH:4][C:3]([C:6]2[CH:7]=[C:8]([C:12]([NH:14][C:15]3[S:16][C:17]([CH3:33])=[C:18]([C:27]4[CH:32]=[CH:31][CH:30]=[CH:29][CH:28]=4)[C:19]=3[C:20]([O:22]C(C)(C)C)=[O:21])=[O:13])[CH:9]=[CH:10][CH:11]=2)=[CH:2]1.FC(F)(F)C(O)=O.CCCCCC. The catalyst is C(Cl)(Cl)Cl. The product is [O:1]1[CH:5]=[CH:4][C:3]([C:6]2[CH:7]=[C:8]([C:12]([NH:14][C:15]3[S:16][C:17]([CH3:33])=[C:18]([C:27]4[CH:28]=[CH:29][CH:30]=[CH:31][CH:32]=4)[C:19]=3[C:20]([OH:22])=[O:21])=[O:13])[CH:9]=[CH:10][CH:11]=2)=[CH:2]1. The yield is 0.700. (6) The reactants are [N+:1]([C:4]1[CH:9]=[CH:8][CH:7]=[CH:6][C:5]=1[S:10]([NH:13][CH2:14][CH2:15][CH2:16][CH2:17][CH2:18][CH2:19][NH:20][C:21]([CH:23]1[CH2:32][CH2:31][C:30]2[C:25](=[CH:26][CH:27]=[CH:28][CH:29]=2)[CH2:24]1)=O)(=[O:12])=[O:11])([O-])=O.B. The catalyst is O1CCCC1. The product is [CH2:24]1[C:25]2[C:30](=[CH:29][CH:28]=[CH:27][CH:26]=2)[CH2:31][CH2:32][CH:23]1[CH2:21][NH:20][CH2:19][CH2:18][CH2:17][CH2:16][CH2:15][CH2:14][NH:13][S:10]([C:5]1[CH:6]=[CH:7][CH:8]=[CH:9][C:4]=1[NH2:1])(=[O:12])=[O:11]. The yield is 0.700. (7) The reactants are [CH2:1]([N:8]([C@@H:19]([C:21]1[CH:26]=[CH:25][CH:24]=[CH:23][CH:22]=1)[CH3:20])[C@H:9]([CH3:18])[CH2:10][C:11](OC(C)(C)C)=[O:12])[C:2]1[CH:7]=[CH:6][CH:5]=[CH:4][CH:3]=1.[H-].[Al+3].[Li+].[H-].[H-].[H-]. The catalyst is C1COCC1.CCOCC. The product is [CH2:1]([N:8]([C@@H:19]([C:21]1[CH:22]=[CH:23][CH:24]=[CH:25][CH:26]=1)[CH3:20])[C@H:9]([CH3:18])[CH2:10][CH2:11][OH:12])[C:2]1[CH:3]=[CH:4][CH:5]=[CH:6][CH:7]=1. The yield is 0.780.